This data is from Full USPTO retrosynthesis dataset with 1.9M reactions from patents (1976-2016). The task is: Predict the reactants needed to synthesize the given product. (1) Given the product [C:1]([O:5][C:6]([N:8]1[CH2:13][CH2:12][CH:11]([N:14]([CH2:30][C:25]2[C:24]([CH3:23])=[CH:29][CH:28]=[CH:27][N:26]=2)[CH2:15][C:16]2[C:21]([CH3:22])=[CH:20][CH:19]=[CH:18][N:17]=2)[CH2:10][CH2:9]1)=[O:7])([CH3:4])([CH3:3])[CH3:2], predict the reactants needed to synthesize it. The reactants are: [C:1]([O:5][C:6]([N:8]1[CH2:13][CH2:12][CH:11]([NH:14][CH2:15][C:16]2[C:21]([CH3:22])=[CH:20][CH:19]=[CH:18][N:17]=2)[CH2:10][CH2:9]1)=[O:7])([CH3:4])([CH3:3])[CH3:2].[CH3:23][C:24]1[C:25]([CH:30]=O)=[N:26][CH:27]=[CH:28][CH:29]=1.[BH-](OC(C)=O)(OC(C)=O)OC(C)=O.[Na+]. (2) Given the product [ClH:12].[ClH:12].[C:3]([CH:2]([N:26]1[CH2:27][CH2:28][N:23]([CH2:14][C:15]([C:17]2[CH:22]=[CH:21][CH:20]=[CH:19][CH:18]=2)=[O:16])[CH2:24][CH2:25]1)[CH3:11])(=[O:4])[C:5]1[CH:10]=[CH:9][CH:8]=[CH:7][CH:6]=1, predict the reactants needed to synthesize it. The reactants are: Br[CH:2]([CH3:11])[C:3]([C:5]1[CH:10]=[CH:9][CH:8]=[CH:7][CH:6]=1)=[O:4].[ClH:12].Cl.[CH2:14]([N:23]1[CH2:28][CH2:27][NH:26][CH2:25][CH2:24]1)[C:15]([C:17]1[CH:22]=[CH:21][CH:20]=[CH:19][CH:18]=1)=[O:16].C([O-])([O-])=O.[K+].[K+]. (3) Given the product [Cl:8][C:6]1[CH:5]=[C:4]([NH:9][CH:10]([C:12]([NH:19][C@H:18]([CH2:20][CH2:21][CH2:22][CH3:23])[CH3:17])=[O:14])[CH3:11])[CH:3]=[C:2]([Cl:1])[CH:7]=1.[CH3:15][NH-:16], predict the reactants needed to synthesize it. The reactants are: [Cl:1][C:2]1[CH:3]=[C:4]([NH:9][CH:10]([C:12]([OH:14])=O)[CH3:11])[CH:5]=[C:6]([Cl:8])[CH:7]=1.[CH3:15][NH:16][C:17](=O)[C@H:18]([CH2:20][CH2:21][CH2:22][CH3:23])[NH2:19].C(N[C@H](C(O)=O)CCCC)(OC(C)(C)C)=O.CN. (4) The reactants are: [B-](F)(F)(F)[F:2].N#[O+].[CH3:8][N:9]1[C:13]([C:14]([F:17])([F:16])[F:15])=[CH:12][C:11]([O:18][C:19]2[CH:20]=[C:21]([CH:23]=[C:24]([O:26][C:27]3[CH:32]=[CH:31][CH:30]=[C:29]([C:33]([F:36])([F:35])[F:34])[CH:28]=3)[CH:25]=2)N)=[N:10]1.O. Given the product [CH3:8][N:9]1[C:13]([C:14]([F:15])([F:16])[F:17])=[CH:12][C:11]([O:18][C:19]2[CH:20]=[C:21]([F:2])[CH:23]=[C:24]([O:26][C:27]3[CH:32]=[CH:31][CH:30]=[C:29]([C:33]([F:36])([F:34])[F:35])[CH:28]=3)[CH:25]=2)=[N:10]1, predict the reactants needed to synthesize it. (5) The reactants are: C(OC([N:8]([CH2:29][CH:30]1[CH2:32][CH2:31]1)/[N:9]=[C:10](\[S:16][CH2:17][CH2:18][CH2:19][CH2:20][CH2:21][CH2:22][CH2:23][CH2:24][CH2:25][CH2:26][CH2:27][CH3:28])/[C:11]([O:13][CH2:14][CH3:15])=[O:12])=O)(C)(C)C.Cl.C(=O)([O-])O.[Na+]. Given the product [CH:30]1([CH2:29][NH:8]/[N:9]=[C:10](/[S:16][CH2:17][CH2:18][CH2:19][CH2:20][CH2:21][CH2:22][CH2:23][CH2:24][CH2:25][CH2:26][CH2:27][CH3:28])\[C:11]([O:13][CH2:14][CH3:15])=[O:12])[CH2:32][CH2:31]1.[CH:30]1([CH2:29][NH:8]/[N:9]=[C:10](\[S:16][CH2:17][CH2:18][CH2:19][CH2:20][CH2:21][CH2:22][CH2:23][CH2:24][CH2:25][CH2:26][CH2:27][CH3:28])/[C:11]([O:13][CH2:14][CH3:15])=[O:12])[CH2:32][CH2:31]1, predict the reactants needed to synthesize it. (6) Given the product [Cl:1][C:2]1[C:3]([N:11]2[CH2:16][CH2:15][CH:14]([C:17]([O:19][CH3:20])=[O:18])[CH2:13][CH2:12]2)=[N:4][CH:5]=[C:6]([C:7](=[O:9])[NH:42][CH2:43][CH:44]([OH:49])[CH2:45][CH2:46][CH2:47][CH3:48])[CH:10]=1, predict the reactants needed to synthesize it. The reactants are: [Cl:1][C:2]1[C:3]([N:11]2[CH2:16][CH2:15][CH:14]([C:17]([O:19][CH3:20])=[O:18])[CH2:13][CH2:12]2)=[N:4][CH:5]=[C:6]([CH:10]=1)[C:7]([OH:9])=O.CCN=C=NCCCN(C)C.C1C=CC2N(O)N=NC=2C=1.[NH2:42][CH2:43][CH:44]([OH:49])[CH2:45][CH2:46][CH2:47][CH3:48].CCN(C(C)C)C(C)C. (7) Given the product [C:15](=[O:26])([O:16][C:17]1[CH:18]=[CH:19][C:20]([N+:23]([O-:25])=[O:24])=[CH:21][CH:22]=1)[O:14][C:10]1[CH:11]=[CH:12][CH:13]=[C:8]([C:4]([CH3:7])([CH3:5])[CH3:6])[CH:9]=1, predict the reactants needed to synthesize it. The reactants are: C(Cl)Cl.[C:4]([C:8]1[CH:9]=[C:10]([OH:14])[CH:11]=[CH:12][CH:13]=1)([CH3:7])([CH3:6])[CH3:5].[C:15](=O)([O:26]C1C=CC([N+]([O-])=O)=CC=1)[O:16][C:17]1[CH:22]=[CH:21][C:20]([N+:23]([O-:25])=[O:24])=[CH:19][CH:18]=1. (8) The reactants are: [CH3:1][C:2]1[N:6]([C:7]([O:9][C:10]([CH3:13])([CH3:12])[CH3:11])=[O:8])[C:5]2[CH:14]=[C:15]([C:26]([O:28][CH3:29])=[O:27])[CH:16]=[C:17]([O:18]CC3C=CC=CC=3)[C:4]=2[N:3]=1. Given the product [OH:18][C:17]1[C:4]2[N:3]=[C:2]([CH3:1])[N:6]([C:7]([O:9][C:10]([CH3:12])([CH3:13])[CH3:11])=[O:8])[C:5]=2[CH:14]=[C:15]([C:26]([O:28][CH3:29])=[O:27])[CH:16]=1, predict the reactants needed to synthesize it. (9) Given the product [CH3:25][O:26][C:27](=[O:39])[C:28]1[C:33]([NH:34][C:35](=[O:37])[CH3:36])=[CH:32][CH:31]=[C:30]([N:38]2[C:11]([CH3:12])=[CH:10][CH:9]=[C:8]2[C:6]2[CH:7]=[C:2]([Cl:1])[CH:3]=[CH:4][C:5]=2[O:15][CH2:16][C:17]2[CH:22]=[CH:21][C:20]([Br:23])=[CH:19][C:18]=2[F:24])[CH:29]=1, predict the reactants needed to synthesize it. The reactants are: [Cl:1][C:2]1[CH:3]=[CH:4][C:5]([O:15][CH2:16][C:17]2[CH:22]=[CH:21][C:20]([Br:23])=[CH:19][C:18]=2[F:24])=[C:6]([C:8](=O)[CH2:9][CH2:10][C:11](=O)[CH3:12])[CH:7]=1.[CH3:25][O:26][C:27](=[O:39])[C:28]1[C:33]([NH:34][C:35](=[O:37])[CH3:36])=[CH:32][CH:31]=[C:30]([NH2:38])[CH:29]=1.CC1C=CC(S(O)(=O)=O)=CC=1.